From a dataset of Reaction yield outcomes from USPTO patents with 853,638 reactions. Predict the reaction yield, written as a fraction of the theoretical maximum amount of product (1.0 means a 100% yield; for example, 0.34 means a 34% yield). (1) The reactants are [Cl:1][C:2]1[CH:17]=[CH:16][C:5]([O:6][C@@H:7]([CH3:15])[CH2:8][CH2:9][O:10]S(C)(=O)=O)=[C:4]([O:18][C:19]2[CH:24]=[CH:23][CH:22]=[CH:21][CH:20]=2)[CH:3]=1.C[O:26][C:27](=[O:36])[CH2:28][C:29]1[CH:34]=[CH:33][CH:32]=[C:31](O)[CH:30]=1. No catalyst specified. The product is [Cl:1][C:2]1[CH:17]=[CH:16][C:5]([O:6][C@@H:7]([CH3:15])[CH2:8][CH2:9][O:10][C:31]2[CH:30]=[C:29]([CH2:28][C:27]([OH:36])=[O:26])[CH:34]=[CH:33][CH:32]=2)=[C:4]([O:18][C:19]2[CH:24]=[CH:23][CH:22]=[CH:21][CH:20]=2)[CH:3]=1. The yield is 0.580. (2) No catalyst specified. The reactants are Br[C:2]1[CH:3]=[N:4][N:5]([C:7]([CH3:10])([CH3:9])[CH3:8])[CH:6]=1.C([Li])CCC.[CH:16]1([C:22]2([CH3:33])[C:26](=[O:27])[N:25]([CH2:28][CH:29]=[O:30])[C:24](=[O:31])[N:23]2[CH3:32])[CH2:21][CH2:20][CH2:19][CH2:18][CH2:17]1. The product is [C:7]([N:5]1[CH:6]=[C:2]([CH:29]([OH:30])[CH2:28][N:25]2[C:26](=[O:27])[C:22]([CH:16]3[CH2:17][CH2:18][CH2:19][CH2:20][CH2:21]3)([CH3:33])[N:23]([CH3:32])[C:24]2=[O:31])[CH:3]=[N:4]1)([CH3:10])([CH3:9])[CH3:8]. The yield is 0.500. (3) The reactants are [C:1]([O:5][C:6]([N:8]1[CH2:13][CH2:12][CH:11]([CH2:14][CH2:15][CH2:16][C:17]#[N:18])[CH2:10][CH2:9]1)=[O:7])([CH3:4])([CH3:3])[CH3:2].O.[OH-].[Li+]. The catalyst is O1CCOCC1.O.[Ni]. The product is [C:1]([O:5][C:6]([N:8]1[CH2:13][CH2:12][CH:11]([CH2:14][CH2:15][CH2:16][CH2:17][NH2:18])[CH2:10][CH2:9]1)=[O:7])([CH3:4])([CH3:3])[CH3:2]. The yield is 0.540.